Dataset: NCI-60 drug combinations with 297,098 pairs across 59 cell lines. Task: Regression. Given two drug SMILES strings and cell line genomic features, predict the synergy score measuring deviation from expected non-interaction effect. (1) Drug 1: C1CN1P(=S)(N2CC2)N3CC3. Drug 2: C1=CC=C(C=C1)NC(=O)CCCCCCC(=O)NO. Cell line: NCI/ADR-RES. Synergy scores: CSS=64.2, Synergy_ZIP=-7.66, Synergy_Bliss=-6.63, Synergy_Loewe=-3.10, Synergy_HSA=-1.21. (2) Drug 1: CNC(=O)C1=NC=CC(=C1)OC2=CC=C(C=C2)NC(=O)NC3=CC(=C(C=C3)Cl)C(F)(F)F. Drug 2: C1CNP(=O)(OC1)N(CCCl)CCCl. Cell line: OVCAR-5. Synergy scores: CSS=6.60, Synergy_ZIP=-2.35, Synergy_Bliss=0.0989, Synergy_Loewe=4.19, Synergy_HSA=1.57.